From a dataset of Forward reaction prediction with 1.9M reactions from USPTO patents (1976-2016). Predict the product of the given reaction. (1) Given the reactants Cl[C:2]1[CH:7]=[CH:6][N:5]=[C:4]([C:8]2[C:13]3[O:14][C:15]4[C:20]([CH:21]([CH3:23])[CH3:22])=[CH:19][CH:18]=[CH:17][C:16]=4[C:12]=3[CH:11]=[CH:10][CH:9]=2)[CH:3]=1.P([O-])([O-])([O-])=O.[K+].[K+].[K+].[CH3:32][C:33]1(C)[C:37](C)(C)OB(C(C)=C)O1.C1(P(C2CCCCC2)C2C=CC=CC=2C2C(OC)=CC=CC=2OC)CCCCC1, predict the reaction product. The product is: [CH:21]([C:20]1[C:15]2[O:14][C:13]3[C:8]([C:4]4[CH:3]=[C:2]([C:33]([CH3:37])=[CH2:32])[CH:7]=[CH:6][N:5]=4)=[CH:9][CH:10]=[CH:11][C:12]=3[C:16]=2[CH:17]=[CH:18][CH:19]=1)([CH3:23])[CH3:22]. (2) Given the reactants [Br:1][C:2]1[CH:3]=[C:4]2[C:8](=[CH:9][CH:10]=1)[NH:7][CH2:6][CH2:5]2.O=[C:12]1[CH2:17][CH2:16][N:15]([C:18]([O:20][C:21]([CH3:24])([CH3:23])[CH3:22])=[O:19])[CH2:14][CH2:13]1.[BH-](OC(C)=O)(OC(C)=O)OC(C)=O.[Na+].C([O-])(O)=O.[Na+], predict the reaction product. The product is: [Br:1][C:2]1[CH:3]=[C:4]2[C:8](=[CH:9][CH:10]=1)[N:7]([CH:12]1[CH2:17][CH2:16][N:15]([C:18]([O:20][C:21]([CH3:24])([CH3:23])[CH3:22])=[O:19])[CH2:14][CH2:13]1)[CH2:6][CH2:5]2. (3) Given the reactants [Na].[CH2:2]([O:9][N:10]1[C:16](=[O:17])[N:15]2[CH2:18][C@H:11]1[CH2:12][CH2:13][C@H:14]2[C:19](O)=[O:20])[C:3]1[CH:8]=[CH:7][CH:6]=[CH:5][CH:4]=1.CN1CCOCC1.ClC(OCC)=O.[BH4-].[Na+], predict the reaction product. The product is: [CH2:2]([O:9][N:10]1[C:16](=[O:17])[N:15]2[CH2:18][C@H:11]1[CH2:12][CH2:13][C@H:14]2[CH2:19][OH:20])[C:3]1[CH:4]=[CH:5][CH:6]=[CH:7][CH:8]=1. (4) Given the reactants [CH3:1][C:2]1[CH:3]=[CH:4][C:5]([N:11]2[CH:15]=[CH:14][N:13]=[N:12]2)=[C:6]([CH:10]=1)[C:7]([OH:9])=O.[CH3:16][C@H:17]1[CH2:22][CH2:21][CH2:20][NH:19][C@H:18]1[CH2:23][NH:24][C:25]1[CH:30]=[CH:29][C:28]([C:31]([F:34])([F:33])[F:32])=[CH:27][N:26]=1, predict the reaction product. The product is: [CH3:16][C@H:17]1[CH2:22][CH2:21][CH2:20][N:19]([C:7]([C:6]2[CH:10]=[C:2]([CH3:1])[CH:3]=[CH:4][C:5]=2[N:11]2[CH:15]=[CH:14][N:13]=[N:12]2)=[O:9])[C@H:18]1[CH2:23][NH:24][C:25]1[CH:30]=[CH:29][C:28]([C:31]([F:34])([F:32])[F:33])=[CH:27][N:26]=1. (5) Given the reactants [C:1]([O:5][C:6](=[O:18])[NH:7][C@@H:8]1[C:16]2[C:11](=[CH:12][C:13](Br)=[CH:14][CH:15]=2)[CH2:10][CH2:9]1)([CH3:4])([CH3:3])[CH3:2].[CH3:19][C:20]1([CH3:36])[C:24]([CH3:26])([CH3:25])[O:23][B:22]([B:22]2[O:23][C:24]([CH3:26])([CH3:25])[C:20]([CH3:36])([CH3:19])[O:21]2)[O:21]1, predict the reaction product. The product is: [C:1]([O:5][C:6](=[O:18])[NH:7][C@@H:8]1[C:16]2[C:11](=[CH:12][C:13]([B:22]3[O:23][C:24]([CH3:26])([CH3:25])[C:20]([CH3:36])([CH3:19])[O:21]3)=[CH:14][CH:15]=2)[CH2:10][CH2:9]1)([CH3:4])([CH3:3])[CH3:2]. (6) Given the reactants Cl.[Br:2][C:3]1[CH:4]=[C:5]([NH:9][NH2:10])[CH:6]=[CH:7][CH:8]=1.[OH-].[Na+], predict the reaction product. The product is: [Br:2][C:3]1[CH:4]=[C:5]([NH:9][NH2:10])[CH:6]=[CH:7][CH:8]=1. (7) The product is: [Cl:28][C:21]1[CH:20]=[C:19]([C:16]2[CH:17]=[CH:18][N:14]([CH2:13][C@@H:12]([NH:11][C:9]([C:7]3[N:8]=[C:4]([CH:1]([OH:3])[CH3:2])[N:5]([CH2:30][O:31][CH2:32][CH2:33][Si:34]([CH3:36])([CH3:35])[CH3:37])[CH:6]=3)=[O:10])[CH3:29])[N:15]=2)[CH:24]=[C:23]([F:25])[C:22]=1[C:26]#[N:27]. Given the reactants [C:1]([C:4]1[N:5]([CH2:30][O:31][CH2:32][CH2:33][Si:34]([CH3:37])([CH3:36])[CH3:35])[CH:6]=[C:7]([C:9]([NH:11][C@@H:12]([CH3:29])[CH2:13][N:14]2[CH:18]=[CH:17][C:16]([C:19]3[CH:24]=[C:23]([F:25])[C:22]([C:26]#[N:27])=[C:21]([Cl:28])[CH:20]=3)=[N:15]2)=[O:10])[N:8]=1)(=[O:3])[CH3:2].[BH4-].[Na+], predict the reaction product.